Predict the reactants needed to synthesize the given product. From a dataset of Full USPTO retrosynthesis dataset with 1.9M reactions from patents (1976-2016). Given the product [CH2:5]([N:7]1[CH:8]([CH3:13])[C:9]([CH3:12])([CH3:10])[O:11][C:1](=[O:2])[CH2:3]1)[CH3:6], predict the reactants needed to synthesize it. The reactants are: [CH:1]([CH:3]=O)=[O:2].[CH2:5]([NH:7][CH:8]([CH3:13])[C:9]([CH3:12])([OH:11])[CH3:10])[CH3:6].